From a dataset of Forward reaction prediction with 1.9M reactions from USPTO patents (1976-2016). Predict the product of the given reaction. (1) Given the reactants [C:1]([CH:3]([C:7]1[CH:12]=[CH:11][CH:10]=[CH:9][CH:8]=1)[CH2:4][CH:5]=[CH2:6])#[N:2].Br[CH2:14][C:15]([O:17][CH3:18])=[O:16], predict the reaction product. The product is: [C:1]([C:3]([C:7]1[CH:8]=[CH:9][CH:10]=[CH:11][CH:12]=1)([CH2:4][CH:5]=[CH2:6])[CH2:14][C:15]([O:17][CH3:18])=[O:16])#[N:2]. (2) Given the reactants [OH:1][NH:2][C:3](=O)[CH3:4].CC(C)([O-])C.[K+].[Br:12][C:13]1[C:14]([CH2:22][O:23][C:24]2[CH:29]=[CH:28][C:27]([Cl:30])=[C:26]([Cl:31])[CH:25]=2)=[CH:15][C:16](F)=C([CH:20]=1)C#N.C[N:33](C=O)C, predict the reaction product. The product is: [Br:12][C:13]1[C:14]([CH2:22][O:23][C:24]2[CH:29]=[CH:28][C:27]([Cl:30])=[C:26]([Cl:31])[CH:25]=2)=[CH:15][C:16]2[O:1][N:2]=[C:3]([NH2:33])[C:4]=2[CH:20]=1. (3) Given the reactants [CH3:1][O:2][C:3]1[CH:4]=[C:5]2[C:10](=[CH:11][C:12]=1[O:13][CH3:14])[N:9]=[CH:8][CH:7]=[C:6]2[O:15][C:16]1[CH:22]=[CH:21][C:19]([NH2:20])=[C:18]([CH3:23])[C:17]=1[CH3:24].Cl[C:26](Cl)([O:28][C:29](=[O:35])OC(Cl)(Cl)Cl)Cl.[CH:37]1(CO)[CH2:40][CH2:39][CH2:38]1.C(=O)(O)[O-].[Na+], predict the reaction product. The product is: [CH3:1][O:2][C:3]1[CH:4]=[C:5]2[C:10](=[CH:11][C:12]=1[O:13][CH3:14])[N:9]=[CH:8][CH:7]=[C:6]2[O:15][C:16]1[CH:22]=[CH:21][C:19]([NH:20][C:29](=[O:35])[O:28][CH2:26][CH:37]2[CH2:40][CH2:39][CH2:38]2)=[C:18]([CH3:23])[C:17]=1[CH3:24]. (4) Given the reactants [F:1][C:2]1[CH:3]=[C:4]2[C:9](=[CH:10][CH:11]=1)[N:8]=[N:7][CH:6]=[C:5]2O.[Cl:13]C1C=CC=CC=1.O=P(Cl)(Cl)Cl.N1C=CC=CC=1, predict the reaction product. The product is: [Cl:13][C:5]1[C:4]2[C:9](=[CH:10][CH:11]=[C:2]([F:1])[CH:3]=2)[N:8]=[N:7][CH:6]=1.